From a dataset of Forward reaction prediction with 1.9M reactions from USPTO patents (1976-2016). Predict the product of the given reaction. (1) Given the reactants [Cl:1][C:2]1[C:3]([C:18]2[N:22]=[C:21]([C:23]3[N:24]=[C:25]4[C:30](Cl)=[CH:29][C:28]([C:32]([F:35])([F:34])[F:33])=[CH:27][N:26]4[CH:36]=3)[O:20][N:19]=2)=[CH:4][C:5]([F:17])=[C:6]([CH2:8][CH2:9][C:10]([O:12][C:13]([CH3:16])([CH3:15])[CH3:14])=[O:11])[CH:7]=1, predict the reaction product. The product is: [Cl:1][C:2]1[C:3]([C:18]2[N:22]=[C:21]([C:23]3[N:24]=[C:25]4[CH:30]=[CH:29][C:28]([C:32]([F:35])([F:33])[F:34])=[CH:27][N:26]4[CH:36]=3)[O:20][N:19]=2)=[CH:4][C:5]([F:17])=[C:6]([CH2:8][CH2:9][C:10]([O:12][C:13]([CH3:14])([CH3:16])[CH3:15])=[O:11])[CH:7]=1. (2) Given the reactants [OH:1][CH:2]1[CH2:6][O:5][C:4](=[O:7])[CH2:3]1.ClC(Cl)(Cl)C(=N)O[CH2:12][C:13]1[CH:18]=[CH:17][CH:16]=[CH:15][CH:14]=1.FC(F)(F)S(O)(=O)=O, predict the reaction product. The product is: [CH2:12]([O:1][CH:2]1[CH2:6][O:5][C:4](=[O:7])[CH2:3]1)[C:13]1[CH:18]=[CH:17][CH:16]=[CH:15][CH:14]=1. (3) Given the reactants [ClH:1].[N:2]1([CH:11]([C:17]2[CH:22]=[CH:21][C:20]([O:23][C:24]([F:27])([F:26])[F:25])=[CH:19][CH:18]=2)[CH:12]([OH:16])[CH2:13][NH:14][CH3:15])[C:10]2[C:5](=[CH:6][CH:7]=[CH:8][CH:9]=2)[CH:4]=[CH:3]1, predict the reaction product. The product is: [ClH:1].[N:2]1([C@@H:11]([C:17]2[CH:18]=[CH:19][C:20]([O:23][C:24]([F:25])([F:26])[F:27])=[CH:21][CH:22]=2)[C@H:12]([OH:16])[CH2:13][NH:14][CH3:15])[C:10]2[C:5](=[CH:6][CH:7]=[CH:8][CH:9]=2)[CH:4]=[CH:3]1. (4) Given the reactants [N:1]1[CH:6]=[CH:5][CH:4]=[CH:3][C:2]=1[C:7]1[O:11][CH:10]=[N:9][CH:8]=1.[CH3:12][O:13][C:14]1[CH:15]=[C:16]([CH2:20][CH2:21][CH2:22][CH2:23][CH2:24][CH2:25][C:26](O)=[O:27])[CH:17]=[CH:18][CH:19]=1, predict the reaction product. The product is: [O:27]=[C:26]([C:10]1[O:11][C:7]([C:2]2[CH:3]=[CH:4][CH:5]=[CH:6][N:1]=2)=[CH:8][N:9]=1)[CH2:25][CH2:24][CH2:23][CH2:22][CH2:21][CH2:20][C:16]1[CH:17]=[CH:18][CH:19]=[C:14]([O:13][CH3:12])[CH:15]=1. (5) Given the reactants [C:1]([C:3]1[CH:8]=[CH:7][CH:6]=[CH:5][C:4]=1[C:9]1[CH:14]=[CH:13][C:12]([CH2:15][CH:16]([C:22](=O)[CH2:23][CH2:24][CH3:25])[C:17](OCC)=[O:18])=[C:11]([F:27])[CH:10]=1)#[N:2].[CH3:28][C:29]1([CH3:42])[CH2:34][CH:33]([NH:35][C:36]2[NH:40][C:39]([CH3:41])=[N:38][N:37]=2)[CH2:32][CH2:31][O:30]1, predict the reaction product. The product is: [CH3:28][C:29]1([CH3:42])[CH2:34][CH:33]([N:35]2[C:17](=[O:18])[C:16]([CH2:15][C:12]3[CH:13]=[CH:14][C:9]([C:4]4[C:3]([C:1]#[N:2])=[CH:8][CH:7]=[CH:6][CH:5]=4)=[CH:10][C:11]=3[F:27])=[C:22]([CH2:23][CH2:24][CH3:25])[N:37]3[N:38]=[C:39]([CH3:41])[N:40]=[C:36]23)[CH2:32][CH2:31][O:30]1. (6) Given the reactants [OH:1][CH2:2][CH2:3][CH2:4][C:5]1[CH:6]=[C:7]([CH:22]=[CH:23][CH:24]=1)[CH2:8][NH:9][C:10]1[CH:15]=[CH:14][CH:13]=[CH:12][C:11]=1/[CH:16]=[CH:17]/[C:18](OC)=[O:19].[NH2:25][OH:26].[OH-].[Na+], predict the reaction product. The product is: [OH:26][NH:25][C:18](=[O:19])/[CH:17]=[CH:16]/[C:11]1[CH:12]=[CH:13][CH:14]=[CH:15][C:10]=1[NH:9][CH2:8][C:7]1[CH:22]=[CH:23][CH:24]=[C:5]([CH2:4][CH2:3][CH2:2][OH:1])[CH:6]=1. (7) Given the reactants [NH2:1][C:2]1[N:3]=[C:4]([C:11]2[CH:16]=[CH:15][C:14]([O:17][CH3:18])=[CH:13][CH:12]=2)[S:5][C:6]=1[C:7]([O:9]C)=[O:8].[OH-].[Li+].Cl.[Cl-].[Na+], predict the reaction product. The product is: [NH2:1][C:2]1[N:3]=[C:4]([C:11]2[CH:16]=[CH:15][C:14]([O:17][CH3:18])=[CH:13][CH:12]=2)[S:5][C:6]=1[C:7]([OH:9])=[O:8]. (8) The product is: [S:15]1[CH:16]=[CH:17][N:18]=[C:14]1[NH:13][C:37]([C:30]1[C:31]2[C:36](=[CH:35][CH:34]=[CH:33][CH:32]=2)[N:28]([CH2:2][C:3]2[CH:8]=[CH:7][C:6]([S:9]([CH3:12])(=[O:11])=[O:10])=[CH:5][CH:4]=2)[CH:29]=1)=[O:38]. Given the reactants Br[CH2:2][C:3]1[CH:8]=[CH:7][C:6]([S:9]([CH3:12])(=[O:11])=[O:10])=[CH:5][CH:4]=1.[NH2:13][C:14]1[S:15][CH:16]=[CH:17][N:18]=1.N1C2C(=CC=CC=2)C=C1.[NH:28]1[C:36]2[C:31](=[CH:32][CH:33]=[CH:34][CH:35]=2)[C:30]([C:37](OC)=[O:38])=[CH:29]1, predict the reaction product.